Dataset: Forward reaction prediction with 1.9M reactions from USPTO patents (1976-2016). Task: Predict the product of the given reaction. (1) Given the reactants [F:1][C:2]1[CH:16]=[CH:15][C:5]2[N:6]([CH:12]([CH3:14])[CH3:13])[C:7](=[O:11])[CH2:8][CH2:9][O:10][C:4]=2[CH:3]=1.CN(C)CCN(C)C.[I:25][Si](C)(C)C.II, predict the reaction product. The product is: [F:1][C:2]1[CH:16]=[CH:15][C:5]2[N:6]([CH:12]([CH3:13])[CH3:14])[C:7](=[O:11])[CH:8]([I:25])[CH2:9][O:10][C:4]=2[CH:3]=1. (2) Given the reactants [C:1]1([CH:7]2[CH2:16][CH2:15][C:14]3[C:9](=[CH:10][CH:11]=[C:12]([O:17][C:18]4[N:23]=[CH:22][C:21]([NH:24][S:25]([CH3:28])(=[O:27])=[O:26])=[CH:20][CH:19]=4)[CH:13]=3)[O:8]2)[CH:6]=[CH:5][CH:4]=[CH:3][CH:2]=1.[F:29]C1C=CC=CC=1C1CCC2C(=CC=C(OC3N=CC(N)=CC=3)C=2)O1, predict the reaction product. The product is: [F:29][C:2]1[CH:3]=[CH:4][CH:5]=[CH:6][C:1]=1[CH:7]1[CH2:16][CH2:15][C:14]2[C:9](=[CH:10][CH:11]=[C:12]([O:17][C:18]3[N:23]=[CH:22][C:21]([NH:24][S:25]([CH3:28])(=[O:27])=[O:26])=[CH:20][CH:19]=3)[CH:13]=2)[O:8]1. (3) Given the reactants Br[CH2:2][C:3]1[N:4]=[C:5]([C:13]2[CH:18]=[CH:17][C:16]([C:19]([F:22])([F:21])[F:20])=[CH:15][CH:14]=2)[S:6][C:7]=1[C:8]([O:10][CH2:11][CH3:12])=[O:9].CN(C=[O:27])C, predict the reaction product. The product is: [OH:27][CH2:2][C:3]1[N:4]=[C:5]([C:13]2[CH:18]=[CH:17][C:16]([C:19]([F:22])([F:21])[F:20])=[CH:15][CH:14]=2)[S:6][C:7]=1[C:8]([O:10][CH2:11][CH3:12])=[O:9]. (4) Given the reactants [NH:1]1[CH2:6][CH2:5][O:4][CH2:3][CH2:2]1.C(O)(=O)C.[CH3:11][C:12]([C:16]1[CH:17]=[C:18]([C:23]2[CH:28]=[CH:27][CH:26]=[C:25]([CH2:29][CH:30]3[S:34][C:33](=S)[NH:32][C:31]3=[O:36])[CH:24]=2)[CH:19]=[CH:20][C:21]=1[OH:22])([CH3:15])[CH2:13][CH3:14], predict the reaction product. The product is: [CH3:15][C:12]([C:16]1[CH:17]=[C:18]([C:23]2[CH:28]=[CH:27][CH:26]=[C:25]([CH2:29][CH:30]3[S:34][C:33]([N:1]4[CH2:6][CH2:5][O:4][CH2:3][CH2:2]4)=[N:32][C:31]3=[O:36])[CH:24]=2)[CH:19]=[CH:20][C:21]=1[OH:22])([CH3:11])[CH2:13][CH3:14]. (5) The product is: [Br:25][C:22]1[CH:21]=[CH:20][N:19]2[C:24]([CH:23]=1)=[C:16]([C:14]([N:11]1[CH2:12][CH2:13][NH:8][CH2:9][CH2:10]1)=[O:15])[C:17]([CH2:32][C:33]1[CH:38]=[CH:37][CH:36]=[C:35]([F:39])[C:34]=1[CH3:40])=[C:18]2[C:26]1[CH:27]=[CH:28][CH:29]=[CH:30][CH:31]=1. Given the reactants C(OC([N:8]1[CH2:13][CH2:12][N:11]([C:14]([C:16]2[C:17]([CH2:32][C:33]3[CH:38]=[CH:37][CH:36]=[C:35]([F:39])[C:34]=3[CH3:40])=[C:18]([C:26]3[CH:31]=[CH:30][CH:29]=[CH:28][CH:27]=3)[N:19]3[C:24]=2[CH:23]=[C:22]([Br:25])[CH:21]=[CH:20]3)=[O:15])[CH2:10][CH2:9]1)=O)(C)(C)C, predict the reaction product. (6) Given the reactants [C:1]([C:3]1[CH:4]=[C:5]2[C:9](=[CH:10][CH:11]=1)[N:8]([C:12]1[CH:13]=[C:14]([CH:20]=[CH:21][CH:22]=1)[C:15]([O:17]CC)=[O:16])[CH:7]=[CH:6]2)#[N:2].CO.[OH-].[Na+].Cl, predict the reaction product. The product is: [C:1]([C:3]1[CH:4]=[C:5]2[C:9](=[CH:10][CH:11]=1)[N:8]([C:12]1[CH:13]=[C:14]([CH:20]=[CH:21][CH:22]=1)[C:15]([OH:17])=[O:16])[CH:7]=[CH:6]2)#[N:2]. (7) Given the reactants C(NC(NC1C=CC([C:13]2[N:14]=[C:15]([N:23]3[CH2:28][CH2:27][O:26][CH2:25][C@@H:24]3[CH3:29])[C:16]3[N:21]([CH3:22])[N:20]=[CH:19][C:17]=3[N:18]=2)=CC=1)=O)C.[N+:30]([C:33]1[CH:38]=[CH:37][C:36](B2OC(C)(C)C(C)(C)O2)=[CH:35][CH:34]=1)([O-:32])=[O:31], predict the reaction product. The product is: [CH3:29][C@H:24]1[CH2:25][O:26][CH2:27][CH2:28][N:23]1[C:15]1[C:16]2[N:21]([CH3:22])[N:20]=[CH:19][C:17]=2[N:18]=[C:13]([C:36]2[CH:35]=[CH:34][C:33]([N+:30]([O-:32])=[O:31])=[CH:38][CH:37]=2)[N:14]=1. (8) Given the reactants C([O:5][CH2:6][C:7]1[C:11]([C:12]([O:14][CH2:15][CH3:16])=[O:13])=[C:10]([CH:17]2[CH2:19][CH2:18]2)[O:9][N:8]=1)(C)(C)C.C(O)(C(F)(F)F)=O, predict the reaction product. The product is: [CH:17]1([C:10]2[O:9][N:8]=[C:7]([CH2:6][OH:5])[C:11]=2[C:12]([O:14][CH2:15][CH3:16])=[O:13])[CH2:18][CH2:19]1. (9) Given the reactants [OH:1][CH2:2][CH2:3][N:4]1[CH2:9][CH2:8][CH2:7][CH2:6][N:5]1[C:10]1[C:19]2[C:14](=[CH:15][CH:16]=[CH:17][CH:18]=2)[C:13]([C:20]#[N:21])=[CH:12][CH:11]=1.[C:22]1(P([C:22]2[CH:27]=[CH:26][CH:25]=[CH:24][CH:23]=2)[C:22]2[CH:27]=[CH:26][CH:25]=[CH:24][CH:23]=2)[CH:27]=[CH:26][CH:25]=[CH:24][CH:23]=1.C1(O)C=CC=CC=1.CC(OC(/N=N/C(OC(C)C)=O)=O)C, predict the reaction product. The product is: [C:22]1([O:1][CH2:2][CH2:3][N:4]2[CH2:9][CH2:8][CH2:7][CH2:6][N:5]2[C:10]2[C:19]3[C:14](=[CH:15][CH:16]=[CH:17][CH:18]=3)[C:13]([C:20]#[N:21])=[CH:12][CH:11]=2)[CH:27]=[CH:26][CH:25]=[CH:24][CH:23]=1.